From a dataset of CYP2D6 inhibition data for predicting drug metabolism from PubChem BioAssay. Regression/Classification. Given a drug SMILES string, predict its absorption, distribution, metabolism, or excretion properties. Task type varies by dataset: regression for continuous measurements (e.g., permeability, clearance, half-life) or binary classification for categorical outcomes (e.g., BBB penetration, CYP inhibition). Dataset: cyp2d6_veith. (1) The molecule is CN1CCCC2(CCN(C(=O)c3csnn3)CC2)C1. The result is 0 (non-inhibitor). (2) The molecule is CCOc1cc2[nH]c(=O)n(CCC(=O)NCc3ccc(OC)cc3)c(=O)c2cc1OCC. The result is 0 (non-inhibitor). (3) The compound is C/C(=N\N=C1\NC(=O)CC(C(=O)O)S1)c1cccs1. The result is 0 (non-inhibitor). (4) The result is 1 (inhibitor). The compound is CN(C)S(=O)(=O)Oc1ccsc1C(=O)Nc1ccc(Cl)cc1. (5) The molecule is O=c1cnc2cnc(N3CCOCC3)nc2n1Cc1ccc(F)cc1. The result is 0 (non-inhibitor). (6) The molecule is Cc1ccc(Cn2cccc(NC(=O)NCc3ccccc3)c2=O)cc1. The result is 0 (non-inhibitor). (7) The drug is CC(C)CCNc1ncnc2[nH]ncc12. The result is 0 (non-inhibitor). (8) The molecule is FC(F)(F)c1ccccc1-c1ccc2ncnc(NCCN3CCOCC3)c2c1. The result is 1 (inhibitor).